From a dataset of Catalyst prediction with 721,799 reactions and 888 catalyst types from USPTO. Predict which catalyst facilitates the given reaction. (1) Reactant: [Cl:1][C:2]1[N:3]=[C:4]([N:11]2[CH2:16][CH2:15][O:14][CH2:13][CH2:12]2)[C:5]2[N:10]=[CH:9][S:8][C:6]=2[N:7]=1.[Li+].C[Si]([N-][Si](C)(C)C)(C)C.CN([CH:30]=[O:31])C.Cl. Product: [Cl:1][C:2]1[N:3]=[C:4]([N:11]2[CH2:12][CH2:13][O:14][CH2:15][CH2:16]2)[C:5]2[N:10]=[C:9]([CH:30]=[O:31])[S:8][C:6]=2[N:7]=1. The catalyst class is: 1. (2) Reactant: [C:1]([O-:4])([OH:3])=O.[Na+].[NH2:6][C:7]1[CH:15]=[CH:14][C:10]([C:11]([OH:13])=[O:12])=[CH:9][C:8]=1[OH:16]. Product: [C:1]([C:9]1[C:8]([OH:16])=[C:7]([NH2:6])[CH:15]=[CH:14][C:10]=1[C:11]([OH:13])=[O:12])([O:4][C:10]([CH3:14])([CH3:11])[CH3:9])=[O:3]. The catalyst class is: 278. (3) Reactant: C[O:2][C:3](=[O:43])[C:4]([C:9]1[CH:10]=[C:11]([C:35]2[CH:40]=[C:39]([F:41])[CH:38]=[CH:37][C:36]=2[OH:42])[C:12]([O:27]CC2C=CC=CC=2)=[C:13]([C:15]2[NH:19][C:18]3[CH:20]=[CH:21][C:22]([C:24](=[NH:26])[NH2:25])=[CH:23][C:17]=3[N:16]=2)[CH:14]=1)([CH2:7][OH:8])[CH2:5][OH:6].Cl. Product: [C:24]([C:22]1[CH:21]=[CH:20][C:18]2[NH:19][C:15]([C:13]3[CH:14]=[C:9]([C:4]([CH2:5][OH:6])([CH2:7][OH:8])[C:3]([OH:43])=[O:2])[CH:10]=[C:11]([C:35]4[CH:40]=[C:39]([F:41])[CH:38]=[CH:37][C:36]=4[OH:42])[C:12]=3[OH:27])=[N:16][C:17]=2[CH:23]=1)(=[NH:25])[NH2:26]. The catalyst class is: 10. (4) Product: [CH3:9][C:7]([C@H:10]([NH:52][C:53]([O:55][CH3:56])=[O:54])[C:11]([NH:13][C@H:14]([C@@H:22]([OH:51])[CH2:23][N:24]([NH:38][C:39]([C@@H:41]([NH:46][C:47]([O:49][CH3:50])=[O:48])[C:42]([CH3:43])([CH3:44])[CH3:45])=[O:40])[CH2:25][C:26]1[CH:27]=[CH:28][C:29]([C:32]2[CH:33]=[CH:34][CH:35]=[CH:36][N:37]=2)=[CH:30][CH:31]=1)[CH2:15][C:16]1[CH:17]=[CH:18][CH:19]=[CH:20][CH:21]=1)=[O:12])([CH3:6])[CH3:8].[OH:4][S:2]([OH:5])(=[O:3])=[O:1]. The catalyst class is: 6. Reactant: [OH:1][S:2]([OH:5])(=[O:4])=[O:3].[CH3:6][C:7]([C@H:10]([NH:52][C:53]([O:55][CH3:56])=[O:54])[C:11]([NH:13][C@H:14]([C@@H:22]([OH:51])[CH2:23][N:24]([NH:38][C:39]([C@@H:41]([NH:46][C:47]([O:49][CH3:50])=[O:48])[C:42]([CH3:45])([CH3:44])[CH3:43])=[O:40])[CH2:25][C:26]1[CH:27]=[CH:28][C:29]([C:32]2[CH:33]=[CH:34][CH:35]=[CH:36][N:37]=2)=[CH:30][CH:31]=1)[CH2:15][C:16]1[CH:17]=[CH:18][CH:19]=[CH:20][CH:21]=1)=[O:12])([CH3:9])[CH3:8].[F-].[K+]. (5) Reactant: C([N:3](CC)CC)C.[Al+3].[Cl-].[Cl-].[Cl-].[C:12]1([C:21]2[C:16](=[CH:17][CH:18]=[CH:19][CH:20]=2)[CH2:15][O:14]1)=[O:13].CCOC(C)=O. Product: [OH:14][CH2:15][C:16]1[CH:17]=[CH:18][CH:19]=[CH:20][C:21]=1[C:12]([NH2:3])=[O:13]. The catalyst class is: 26. (6) Reactant: B(Br)(Br)Br.[Cl:5][C:6]1[CH:29]=[CH:28][C:9]([NH:10][C:11]2[C:20]3[C:15](=[CH:16][CH:17]=[CH:18][CH:19]=3)[C:14]([CH2:21][C:22]3[CH:27]=[CH:26][N:25]=[CH:24][CH:23]=3)=[N:13][N:12]=2)=[CH:8][C:7]=1[O:30]C. Product: [Cl:5][C:6]1[CH:29]=[CH:28][C:9]([NH:10][C:11]2[C:20]3[C:15](=[CH:16][CH:17]=[CH:18][CH:19]=3)[C:14]([CH2:21][C:22]3[CH:27]=[CH:26][N:25]=[CH:24][CH:23]=3)=[N:13][N:12]=2)=[CH:8][C:7]=1[OH:30]. The catalyst class is: 4.